Dataset: Forward reaction prediction with 1.9M reactions from USPTO patents (1976-2016). Task: Predict the product of the given reaction. (1) The product is: [O:2]=[S:1]1(=[O:5])[CH2:11][C:12]2([CH2:13][CH:14]([NH:16][C:17](=[O:26])[O:18][CH2:19][C:20]3[CH:21]=[CH:22][CH:23]=[CH:24][CH:25]=3)[CH2:15]2)[CH2:9]1. Given the reactants [S:1]([O:5][O-])([O-])(=O)=[O:2].[K+].[K+].[CH2:9]1[C:12]2([CH2:15][CH:14]([NH:16][C:17](=[O:26])[O:18][CH2:19][C:20]3[CH:25]=[CH:24][CH:23]=[CH:22][CH:21]=3)[CH2:13]2)[CH2:11]S1, predict the reaction product. (2) Given the reactants Cl[C:2]1[N:7]=[CH:6][C:5]([C:8]2[C:9]([F:15])=[N:10][CH:11]=[C:12]([CH3:14])[CH:13]=2)=[CH:4][C:3]=1[C:16]([O:18][CH3:19])=[O:17].C([Sn](CCCC)(CCCC)[C:25]1[CH:30]=[CH:29][CH:28]=[CH:27][N:26]=1)CCC.[F-].[Cs+], predict the reaction product. The product is: [F:15][C:9]1[C:8]([C:5]2[CH:4]=[C:3]([C:16]([O:18][CH3:19])=[O:17])[C:2]([C:25]3[CH:30]=[CH:29][CH:28]=[CH:27][N:26]=3)=[N:7][CH:6]=2)=[CH:13][C:12]([CH3:14])=[CH:11][N:10]=1.